From a dataset of Forward reaction prediction with 1.9M reactions from USPTO patents (1976-2016). Predict the product of the given reaction. (1) Given the reactants [CH3:1][C:2]1([CH3:40])[C:10]2=[CH:11][C:12]3[N:13]([C:22]4[CH:39]=[CH:38][C:37]5[C:36]6[C:31](=[CH:32][CH:33]=[CH:34][CH:35]=6)[C:30]6[C:25](=[CH:26][CH:27]=[CH:28][CH:29]=6)[C:24]=5[CH:23]=4)[C:14]4[C:19]([C:20]=3[CH:21]=[C:9]2[C:8]2[C:3]1=[CH:4][CH:5]=[CH:6][CH:7]=2)=[CH:18][CH:17]=[CH:16][CH:15]=4.C1C(=O)N([Br:48])C(=O)C1.O, predict the reaction product. The product is: [Br:48][C:17]1[CH:18]=[C:19]2[C:14](=[CH:15][CH:16]=1)[N:13]([C:22]1[CH:39]=[CH:38][C:37]3[C:36]4[C:31](=[CH:32][CH:33]=[CH:34][CH:35]=4)[C:30]4[C:25](=[CH:26][CH:27]=[CH:28][CH:29]=4)[C:24]=3[CH:23]=1)[C:12]1[CH:11]=[C:10]3[C:2]([CH3:40])([CH3:1])[C:3]4[C:8]([C:9]3=[CH:21][C:20]2=1)=[CH:7][CH:6]=[CH:5][CH:4]=4. (2) Given the reactants O[C:2]1[C:7]([I:8])=[CH:6][C:5]([N+:9]([O-:11])=[O:10])=[CH:4][N:3]=1.O=P(Cl)(Cl)[Cl:14].N1C2C(=CC=CC=2)C=CC=1, predict the reaction product. The product is: [Cl:14][C:2]1[C:7]([I:8])=[CH:6][C:5]([N+:9]([O-:11])=[O:10])=[CH:4][N:3]=1. (3) Given the reactants [C:1]([C:3](=[C:9]([C:16]1[CH:21]=[CH:20][CH:19]=[CH:18][CH:17]=1)[C:10]1[CH:15]=[CH:14][CH:13]=[CH:12][CH:11]=1)[C:4]([O:6][CH2:7][CH3:8])=[O:5])#[N:2].C([O-])([O-])=O.[Na+].[Na+], predict the reaction product. The product is: [C:1]([C:3](=[C:9]([C:16]1[CH:17]=[CH:18][CH:19]=[CH:20][CH:21]=1)[C:10]1[CH:11]=[CH:12][CH:13]=[CH:14][CH:15]=1)[C:4]([O:6][CH:7]1[CH2:11][CH:10]([CH3:15])[CH2:9][C:3]([CH3:4])([CH3:1])[CH2:8]1)=[O:5])#[N:2]. (4) Given the reactants [CH2:1]([O:3][C:4](=[O:25])[CH2:5][CH:6]([N:13]1[C:17]2[CH:18]=[CH:19][C:20]([C:22]([OH:24])=O)=[CH:21][C:16]=2[N:15]=[CH:14]1)[C:7]1[CH:12]=[CH:11][CH:10]=[CH:9][CH:8]=1)[CH3:2].C(N(CC)C(C)C)(C)C.CN(C(O[N:43]1N=N[C:45]2[CH:46]=[CH:47][CH:48]=[CH:49][C:44]1=2)=[N+](C)C)C.[B-](F)(F)(F)F.NC1C=CC=CC=1, predict the reaction product. The product is: [NH:43]([C:22]([C:20]1[CH:19]=[CH:18][C:17]2[N:13]([CH:6]([C:7]3[CH:8]=[CH:9][CH:10]=[CH:11][CH:12]=3)[CH2:5][C:4]([O:3][CH2:1][CH3:2])=[O:25])[CH:14]=[N:15][C:16]=2[CH:21]=1)=[O:24])[C:44]1[CH:49]=[CH:48][CH:47]=[CH:46][CH:45]=1. (5) The product is: [F:14][C:15]1[CH:25]=[CH:24][CH:23]=[C:22]([F:26])[C:16]=1[C:17]([NH:19][C:20]([NH:4][C:3]1[CH:5]=[CH:6][C:7]([S:9][C:10]([F:11])([F:13])[F:12])=[CH:8][C:2]=1[F:1])=[O:21])=[O:18]. Given the reactants [F:1][C:2]1[CH:8]=[C:7]([S:9][C:10]([F:13])([F:12])[F:11])[CH:6]=[CH:5][C:3]=1[NH2:4].[F:14][C:15]1[CH:25]=[CH:24][CH:23]=[C:22]([F:26])[C:16]=1[C:17]([N:19]=[C:20]=[O:21])=[O:18], predict the reaction product.